Dataset: Peptide-MHC class I binding affinity with 185,985 pairs from IEDB/IMGT. Task: Regression. Given a peptide amino acid sequence and an MHC pseudo amino acid sequence, predict their binding affinity value. This is MHC class I binding data. (1) The peptide sequence is YNTPTFAIK. The MHC is HLA-A31:01 with pseudo-sequence HLA-A31:01. The binding affinity (normalized) is 0.579. (2) The peptide sequence is ATAGLTHMMIW. The MHC is HLA-A29:02 with pseudo-sequence HLA-A29:02. The binding affinity (normalized) is 0.192. (3) The peptide sequence is SLENLDPDNK. The MHC is HLA-A31:01 with pseudo-sequence HLA-A31:01. The binding affinity (normalized) is 0.0999. (4) The peptide sequence is AAVLLLITHY. The MHC is HLA-A30:02 with pseudo-sequence HLA-A30:02. The binding affinity (normalized) is 0. (5) The binding affinity (normalized) is 0.0847. The peptide sequence is YQAFRTKVH. The MHC is HLA-A30:01 with pseudo-sequence HLA-A30:01.